This data is from Catalyst prediction with 721,799 reactions and 888 catalyst types from USPTO. The task is: Predict which catalyst facilitates the given reaction. (1) Reactant: C(OC(=O)[NH:7][C@@H:8]([CH2:18][C:19]1[CH:24]=[CH:23][C:22]([F:25])=[CH:21][CH:20]=1)[C:9]([N:11]1[CH2:16][CH2:15][CH:14]([OH:17])[CH2:13][CH2:12]1)=[O:10])(C)(C)C.[ClH:27].O1CCOCC1. Product: [ClH:27].[NH2:7][C@@H:8]([CH2:18][C:19]1[CH:20]=[CH:21][C:22]([F:25])=[CH:23][CH:24]=1)[C:9]([N:11]1[CH2:12][CH2:13][CH:14]([OH:17])[CH2:15][CH2:16]1)=[O:10]. The catalyst class is: 5. (2) Reactant: CC[O:3][C:4]([C@@H:6]1[CH2:10][C@@H:9]([OH:11])[CH2:8][N:7]1[C:12]([O:14][C:15]([CH3:18])([CH3:17])[CH3:16])=[O:13])=O.[H-].[H-].[H-].[H-].[Li+].[Al+3]. Product: [C:15]([O:14][C:12]([N:7]1[CH2:8][C@H:9]([OH:11])[CH2:10][C@H:6]1[CH2:4][OH:3])=[O:13])([CH3:18])([CH3:17])[CH3:16]. The catalyst class is: 1. (3) Reactant: [C:1]([O:5][C:6]([N:8]1[CH2:13][CH2:12][CH:11]([O:14][N:15]=[C:16]2[CH2:21][CH2:20][NH:19][CH2:18][CH2:17]2)[CH2:10][CH2:9]1)=[O:7])([CH3:4])([CH3:3])[CH3:2].[Br:22][C:23]1[CH:28]=[C:27]([F:29])[C:26](F)=[CH:25][C:24]=1[F:31].CCN(C(C)C)C(C)C.Cl. Product: [C:1]([O:5][C:6]([N:8]1[CH2:13][CH2:12][CH:11]([O:14][N:15]=[C:16]2[CH2:21][CH2:20][N:19]([C:26]3[CH:25]=[C:24]([F:31])[C:23]([Br:22])=[CH:28][C:27]=3[F:29])[CH2:18][CH2:17]2)[CH2:10][CH2:9]1)=[O:7])([CH3:4])([CH3:2])[CH3:3]. The catalyst class is: 197. (4) Reactant: C1C(=O)N([Br:8])C(=O)C1.CC([O-])=O.[Na+].[F:14][C:15]1[CH:20]=[C:19]([CH:21]2[CH:26]([N+:27]([O-:29])=[O:28])[CH2:25][CH:24]=[C:23]([O:30]C)[CH2:22]2)[C:18]([F:32])=[CH:17][C:16]=1[F:33]. Product: [Br:8][CH:24]1[CH2:25][CH:26]([N+:27]([O-:29])=[O:28])[CH:21]([C:19]2[CH:20]=[C:15]([F:14])[C:16]([F:33])=[CH:17][C:18]=2[F:32])[CH2:22][C:23]1=[O:30]. The catalyst class is: 20. (5) Reactant: C([O:3][C:4](=[O:29])[CH2:5][C:6]([N:8]1[CH2:13][CH2:12][O:11][CH:10]([C:14]2[CH:19]=[CH:18][C:17]([O:20][CH2:21][CH2:22][CH2:23][CH2:24][CH2:25][CH2:26][CH2:27][CH3:28])=[CH:16][CH:15]=2)[CH2:9]1)=[O:7])C.[OH-].[Li+]. Product: [CH2:21]([O:20][C:17]1[CH:18]=[CH:19][C:14]([CH:10]2[O:11][CH2:12][CH2:13][N:8]([C:6](=[O:7])[CH2:5][C:4]([OH:29])=[O:3])[CH2:9]2)=[CH:15][CH:16]=1)[CH2:22][CH2:23][CH2:24][CH2:25][CH2:26][CH2:27][CH3:28]. The catalyst class is: 30.